Task: Predict which catalyst facilitates the given reaction.. Dataset: Catalyst prediction with 721,799 reactions and 888 catalyst types from USPTO (1) Reactant: F[C:2]1[C:7]2[O:8][C:9]3[C:14]([C@@:15]4([CH2:19][O:18][C:17]([NH2:20])=[N:16]4)[C:6]=2[CH:5]=[C:4]([C:27]2[CH:28]=[N:29][CH:30]=[CH:31][CH:32]=2)[N:3]=1)=[CH:13][C:12]([C:21]1[CH:22]=[N:23][CH:24]=[CH:25][CH:26]=1)=[CH:11][CH:10]=3.[CH3:33][O-:34].[Na+]. Product: [CH3:33][O:34][C:2]1[C:7]2[O:8][C:9]3[C:14]([C@@:15]4([CH2:19][O:18][C:17]([NH2:20])=[N:16]4)[C:6]=2[CH:5]=[C:4]([C:27]2[CH:28]=[N:29][CH:30]=[CH:31][CH:32]=2)[N:3]=1)=[CH:13][C:12]([C:21]1[CH:22]=[N:23][CH:24]=[CH:25][CH:26]=1)=[CH:11][CH:10]=3. The catalyst class is: 5. (2) Reactant: [OH:1][C@H:2]1[CH2:7][CH2:6][N:5]([C:8](OC(C)(C)C)=O)[CH2:4][C@H:3]1[C:15]1[CH:20]=[CH:19][CH:18]=[CH:17][CH:16]=1.Cl.C(OCC)(=O)C.C(N(C(C)C)CC)(C)C.C(Br)[C:38]1[CH:43]=[CH:42][CH:41]=[CH:40][CH:39]=1. Product: [CH2:8]([N:5]1[CH2:6][CH2:7][C@H:2]([OH:1])[C@H:3]([C:15]2[CH:16]=[CH:17][CH:18]=[CH:19][CH:20]=2)[CH2:4]1)[C:38]1[CH:43]=[CH:42][CH:41]=[CH:40][CH:39]=1. The catalyst class is: 449. (3) Reactant: Cl[C:2]1[CH:7]=[CH:6][C:5]([N+:8]([O-:10])=[O:9])=[CH:4][N:3]=1.Cl.[F:12][C:13]([F:27])([F:26])[C:14]1[CH:15]=[C:16]([CH:20]2[CH2:25][CH2:24][NH:23][CH2:22][CH2:21]2)[CH:17]=[CH:18][CH:19]=1.C(N(C(C)C)CC)(C)C. Product: [N+:8]([C:5]1[CH:6]=[CH:7][C:2]([N:23]2[CH2:24][CH2:25][CH:20]([C:16]3[CH:17]=[CH:18][CH:19]=[C:14]([C:13]([F:12])([F:26])[F:27])[CH:15]=3)[CH2:21][CH2:22]2)=[N:3][CH:4]=1)([O-:10])=[O:9]. The catalyst class is: 3. (4) Reactant: [OH:1][C:2]1[CH:7]=[CH:6][C:5]([CH2:8][CH2:9][C:10]([OH:12])=O)=[CH:4][C:3]=1[O:13][CH3:14]. Product: [OH:1][C:2]1[CH:7]=[C:6]2[C:5]([CH2:8][CH2:9][C:10]2=[O:12])=[CH:4][C:3]=1[O:13][CH3:14]. The catalyst class is: 501.